Task: Predict which catalyst facilitates the given reaction.. Dataset: Catalyst prediction with 721,799 reactions and 888 catalyst types from USPTO (1) Reactant: C(N(CC)C(C)C)(C)C.[Cl:10][C:11]1[CH:33]=[CH:32][C:14]([CH2:15][NH:16][C:17]([C:19]2[C:20](=[O:31])[C:21]3[CH:28]=[C:27]([CH2:29]Cl)[O:26][C:22]=3[N:23]([CH3:25])[CH:24]=2)=[O:18])=[CH:13][CH:12]=1.[CH3:34][NH:35][CH2:36][CH:37]([C:40]1[CH:45]=[CH:44][CH:43]=[CH:42][CH:41]=1)[CH2:38][OH:39].O. Product: [Cl:10][C:11]1[CH:33]=[CH:32][C:14]([CH2:15][NH:16][C:17]([C:19]2[C:20](=[O:31])[C:21]3[CH:28]=[C:27]([CH2:29][N:35]([CH2:36][CH:37]([C:40]4[CH:45]=[CH:44][CH:43]=[CH:42][CH:41]=4)[CH2:38][OH:39])[CH3:34])[O:26][C:22]=3[N:23]([CH3:25])[CH:24]=2)=[O:18])=[CH:13][CH:12]=1. The catalyst class is: 3. (2) Reactant: [C:1]1([S:7]([N:10]2[CH2:17][CH:16]3[N:18](CC4C=CC=CC=4)[CH:12]([CH2:13][O:14][CH2:15]3)[CH2:11]2)(=[O:9])=[O:8])[CH:6]=[CH:5][CH:4]=[CH:3][CH:2]=1.[H][H]. Product: [C:1]1([S:7]([N:10]2[CH2:11][CH:12]3[NH:18][CH:16]([CH2:15][O:14][CH2:13]3)[CH2:17]2)(=[O:9])=[O:8])[CH:2]=[CH:3][CH:4]=[CH:5][CH:6]=1. The catalyst class is: 63. (3) Reactant: [CH2:1]([O:3][C:4](=[O:17])[CH:5]([C:7]1[CH:16]=[CH:15][C:10]2[N:11]=[C:12]([NH2:14])[S:13][C:9]=2[CH:8]=1)[CH3:6])[CH3:2].[CH3:18][C:19]([O:22][C:23](O[C:23]([O:22][C:19]([CH3:21])([CH3:20])[CH3:18])=[O:24])=[O:24])([CH3:21])[CH3:20].O. Product: [CH2:1]([O:3][C:4](=[O:17])[CH:5]([C:7]1[CH:16]=[CH:15][C:10]2[N:11]=[C:12]([NH:14][C:23]([O:22][C:19]([CH3:21])([CH3:20])[CH3:18])=[O:24])[S:13][C:9]=2[CH:8]=1)[CH3:6])[CH3:2]. The catalyst class is: 12. (4) Reactant: [NH:1]1[C:10]2[C:5](=[CH:6][CH:7]=[CH:8][CH:9]=2)[NH:4][CH2:3][C:2]1=[O:11].C(N(C(C)C)CC)(C)C.[C:21](OC(=O)C)(=[O:23])[CH3:22]. Product: [C:21]([N:4]1[C:5]2[C:10](=[CH:9][CH:8]=[CH:7][CH:6]=2)[NH:1][C:2](=[O:11])[CH2:3]1)(=[O:23])[CH3:22]. The catalyst class is: 4.